This data is from Forward reaction prediction with 1.9M reactions from USPTO patents (1976-2016). The task is: Predict the product of the given reaction. Given the reactants Cl[C:2]1[C:11]2[C:6](=[CH:7][CH:8]=[C:9]([CH3:12])[CH:10]=2)[N:5]=[C:4]([C:13]([O:15][CH2:16][CH3:17])=[O:14])[N:3]=1.[C:18]([O:22][C:23]([NH:25][C@@H:26]1[CH2:31][CH2:30][CH2:29][CH2:28][C@@H:27]1[NH2:32])=[O:24])([CH3:21])([CH3:20])[CH3:19].C(=O)([O-])O.[Na+], predict the reaction product. The product is: [CH2:16]([O:15][C:13]([C:4]1[N:3]=[C:2]([NH:32][C@H:27]2[CH2:28][CH2:29][CH2:30][CH2:31][C@H:26]2[NH:25][C:23]([O:22][C:18]([CH3:21])([CH3:20])[CH3:19])=[O:24])[C:11]2[C:6](=[CH:7][CH:8]=[C:9]([CH3:12])[CH:10]=2)[N:5]=1)=[O:14])[CH3:17].